The task is: Predict which catalyst facilitates the given reaction.. This data is from Catalyst prediction with 721,799 reactions and 888 catalyst types from USPTO. (1) Reactant: [Cl:1][C:2]1[C:3]([F:11])=[C:4]([CH:8]=[CH:9][CH:10]=1)[C:5](O)=[O:6].S(Cl)([Cl:14])=O. Product: [Cl:1][C:2]1[C:3]([F:11])=[C:4]([CH:8]=[CH:9][CH:10]=1)[C:5]([Cl:14])=[O:6]. The catalyst class is: 11. (2) Reactant: [Br:1][C:2]1[CH:7]=[CH:6][C:5]([S:8]([CH:11]2[CH2:16][CH2:15][NH:14][CH2:13][CH2:12]2)(=[O:10])=[O:9])=[CH:4][CH:3]=1.CI.[CH3:19]CN(CC)CC. Product: [Br:1][C:2]1[CH:3]=[CH:4][C:5]([S:8]([CH:11]2[CH2:16][CH2:15][N:14]([CH3:19])[CH2:13][CH2:12]2)(=[O:9])=[O:10])=[CH:6][CH:7]=1. The catalyst class is: 22. (3) Reactant: [F:1][C:2]1[C:28]([C:29]([F:32])([F:31])[F:30])=[CH:27][CH:26]=[CH:25][C:3]=1[C:4]([N:6]1[CH2:11][CH2:10][N:9]([CH2:12][C:13]2[N:18]=[C:17]([NH:19][C:20]3[CH:24]=[CH:23][NH:22][N:21]=3)[CH:16]=[N:15][CH:14]=2)[CH2:8][CH2:7]1)=[O:5].[ClH:33]. Product: [ClH:33].[F:1][C:2]1[C:28]([C:29]([F:31])([F:30])[F:32])=[CH:27][CH:26]=[CH:25][C:3]=1[C:4]([N:6]1[CH2:11][CH2:10][N:9]([CH2:12][C:13]2[N:18]=[C:17]([NH:19][C:20]3[CH:24]=[CH:23][NH:22][N:21]=3)[CH:16]=[N:15][CH:14]=2)[CH2:8][CH2:7]1)=[O:5]. The catalyst class is: 8. (4) The catalyst class is: 3. Product: [O:38]1[C:42]2[CH:43]=[CH:44][CH:45]=[CH:46][C:41]=2[CH:40]=[C:39]1[CH:47]([OH:51])[CH2:48][N:49]([CH2:8][C:9]1[S:37][C:12]2[N:13]([CH2:29][CH:30]3[CH2:34][O:33][C:32]([CH3:35])([CH3:36])[O:31]3)[CH:14]=[C:15]([C:18]([NH:20][CH2:21][C:22]3[CH:23]=[CH:24][C:25]([Cl:28])=[CH:26][CH:27]=3)=[O:19])[C:16](=[O:17])[C:11]=2[CH:10]=1)[CH3:50]. Reactant: C(=O)([O-])[O-].[Cs+].[Cs+].Cl[CH2:8][C:9]1[S:37][C:12]2[N:13]([CH2:29][CH:30]3[CH2:34][O:33][C:32]([CH3:36])([CH3:35])[O:31]3)[CH:14]=[C:15]([C:18]([NH:20][CH2:21][C:22]3[CH:27]=[CH:26][C:25]([Cl:28])=[CH:24][CH:23]=3)=[O:19])[C:16](=[O:17])[C:11]=2[CH:10]=1.[O:38]1[C:42]2[CH:43]=[CH:44][CH:45]=[CH:46][C:41]=2[CH:40]=[C:39]1[CH:47]([OH:51])[CH2:48][NH:49][CH3:50]. (5) Reactant: [F:1][C:2]1[CH:3]=[C:4]2[C:8](=[CH:9][CH:10]=1)[NH:7][CH:6]=[CH:5]2.CC(C)([O-])C.[K+].[NH2:17]Cl. Product: [F:1][C:2]1[CH:3]=[C:4]2[C:8](=[CH:9][CH:10]=1)[N:7]([NH2:17])[CH:6]=[CH:5]2. The catalyst class is: 215.